Task: Predict which catalyst facilitates the given reaction.. Dataset: Catalyst prediction with 721,799 reactions and 888 catalyst types from USPTO Reactant: [NH2:1][C@@H:2]([CH2:33][C:34]1[CH:39]=[CH:38][CH:37]=[CH:36][CH:35]=1)[C@@H:3]([OH:32])[CH2:4][C@@H:5]([NH:19][C:20]([C@@H:22]([NH:27][C:28](=[O:31])[O:29][CH3:30])[C:23]([CH3:26])([CH3:25])[CH3:24])=[O:21])[CH2:6][C:7]1[CH:12]=[CH:11][C:10]([C:13]2[CH:18]=[CH:17][CH:16]=[CH:15][N:14]=2)=[CH:9][CH:8]=1.[NH2:40][C:41]([NH:43][CH2:44][C@@H:45]([C:51](O)=[O:52])[NH:46][C:47]([O:49][CH3:50])=[O:48])=[O:42].CCOP(ON1N=NC2C=CC=CC=2C1=O)(OCC)=O.C(N(CC)CC)C. Product: [CH3:50][O:49][C:47](=[O:48])[NH:46][C@@H:45]([CH2:44][NH:43][C:41]([NH2:40])=[O:42])[C:51](=[O:52])[NH:1][C@@H:2]([CH2:33][C:34]1[CH:35]=[CH:36][CH:37]=[CH:38][CH:39]=1)[C@@H:3]([OH:32])[CH2:4][C@H:5]([CH2:6][C:7]1[CH:12]=[CH:11][C:10]([C:13]2[CH:18]=[CH:17][CH:16]=[CH:15][N:14]=2)=[CH:9][CH:8]=1)[NH:19][C:20](=[O:21])[C@H:22]([C:23]([CH3:26])([CH3:25])[CH3:24])[NH:27][C:28](=[O:31])[O:29][CH3:30]. The catalyst class is: 7.